This data is from Reaction yield outcomes from USPTO patents with 853,638 reactions. The task is: Predict the reaction yield, written as a fraction of the theoretical maximum amount of product (1.0 means a 100% yield; for example, 0.34 means a 34% yield). (1) The reactants are [C:1]([Si:3]([CH3:6])([CH3:5])[CH3:4])#[CH:2].Br[C:8]1[C:13]([OH:14])=[CH:12][CH:11]=[CH:10][N:9]=1.C(N(CC)CC)C. The catalyst is O1CCOCC1.[Cu]I.C1C=CC(P(C2C=CC=CC=2)C2C=CC=CC=2)=CC=1.C1C=CC(P(C2C=CC=CC=2)C2C=CC=CC=2)=CC=1.Cl[Pd]Cl. The product is [CH3:4][Si:3]([CH3:6])([CH3:5])[C:1]1[O:14][C:13]2[C:8](=[N:9][CH:10]=[CH:11][CH:12]=2)[CH:2]=1. The yield is 0.560. (2) The reactants are [N+:1]([C:4]1[CH:9]=[CH:8][C:7]([NH2:10])=[C:6]([NH2:11])[CH:5]=1)([O-:3])=[O:2].[F:12][C:13]1[CH:21]=[CH:20][CH:19]=[CH:18][C:14]=1[C:15](O)=O.[K+].[Br-]. The catalyst is C1(C)C=CC=CC=1.C(OCC)(=O)C. The product is [F:12][C:13]1[CH:21]=[CH:20][CH:19]=[CH:18][C:14]=1[C:15]1[NH:11][C:6]2[CH:5]=[C:4]([N+:1]([O-:3])=[O:2])[CH:9]=[CH:8][C:7]=2[N:10]=1. The yield is 0.150. (3) The catalyst is CS(C)=O. The yield is 0.980. The product is [CH3:1][C:2]([C:7]1[CH:8]=[CH:9][C:10]([O:13][C:15]2[CH:20]=[CH:19][C:18]([N+:21]([O-:23])=[O:22])=[CH:17][N:16]=2)=[CH:11][CH:12]=1)([CH2:4][CH2:5][CH3:6])[CH3:3]. The reactants are [CH3:1][C:2]([C:7]1[CH:12]=[CH:11][C:10]([OH:13])=[CH:9][CH:8]=1)([CH2:4][CH2:5][CH3:6])[CH3:3].Cl[C:15]1[CH:20]=[CH:19][C:18]([N+:21]([O-:23])=[O:22])=[CH:17][N:16]=1.C([O-])([O-])=O.[K+].[K+]. (4) The reactants are [C:1]([O:5][C:6]([NH:8][C@@H:9]([CH2:15][CH2:16][C:17](=[O:21])[CH:18]=[N+]=[N-])[C:10]([O:12][CH2:13][CH3:14])=[O:11])=[O:7])([CH3:4])([CH3:3])[CH3:2]. The catalyst is C(Cl)Cl. The product is [O:21]=[C:17]1[CH2:18][N:8]([C:6]([O:5][C:1]([CH3:4])([CH3:3])[CH3:2])=[O:7])[C@H:9]([C:10]([O:12][CH2:13][CH3:14])=[O:11])[CH2:15][CH2:16]1. The yield is 0.550. (5) The yield is 0.933. The reactants are [Cl:1][C:2]1[CH:3]=[C:4]([CH:15]=[C:16]([Cl:18])[CH:17]=1)[N:5]=[CH:6][C:7]1[CH:12]=[C:11]([Br:13])[CH:10]=[CH:9][C:8]=1[OH:14].[BH4-].[Na+].CC(C)=O.O. The product is [Br:13][C:11]1[CH:10]=[CH:9][C:8]([OH:14])=[C:7]([CH2:6][NH:5][C:4]2[CH:15]=[C:16]([Cl:18])[CH:17]=[C:2]([Cl:1])[CH:3]=2)[CH:12]=1. The catalyst is O1CCCC1.C(O)C. (6) The reactants are P(=O)(O)(O)O.COC([C:10]1[C:19]2[C:13]([CH:14]=[CH:15][C:16]([CH:20]([CH3:22])[CH3:21])=[CH:17][CH:18]=2)=[CH:12][C:11]=1[CH3:23])=O.[OH-].[Na+]. No catalyst specified. The product is [CH3:23][C:11]1[CH:12]=[C:13]2[C:19](=[CH:18][CH:17]=[C:16]([CH:20]([CH3:22])[CH3:21])[CH:15]=[CH:14]2)[CH:10]=1. The yield is 0.750. (7) The reactants are [I:1][C:2]1[CH:12]=[N:11][C:5]2[NH:6][CH2:7][C:8](=[O:10])[NH:9][C:4]=2[CH:3]=1.[F:13][C:14]1[CH:21]=[C:20]([F:22])[C:19]([F:23])=[CH:18][C:15]=1[CH2:16]Br. No catalyst specified. The product is [I:1][C:2]1[CH:12]=[N:11][C:5]2[NH:6][CH2:7][C:8](=[O:10])[N:9]([CH2:16][C:15]3[CH:18]=[C:19]([F:23])[C:20]([F:22])=[CH:21][C:14]=3[F:13])[C:4]=2[CH:3]=1. The yield is 0.550. (8) The product is [CH2:1]([O:3][C:4](=[O:22])[CH:5]([C:6]1[N:7]([C:15]([O:17][C:18]([CH3:21])([CH3:20])[CH3:19])=[O:16])[C:8]2[C:13]([CH:14]=1)=[CH:12][CH:11]=[CH:10][CH:9]=2)[CH3:23])[CH3:2]. The reactants are [CH2:1]([O:3][C:4](=[O:22])[CH2:5][C:6]1[N:7]([C:15]([O:17][C:18]([CH3:21])([CH3:20])[CH3:19])=[O:16])[C:8]2[C:13]([CH:14]=1)=[CH:12][CH:11]=[CH:10][CH:9]=2)[CH3:2].[CH3:23][Si](C)(C)N[Si](C)(C)C.[K].CI. The yield is 0.880. The catalyst is C1COCC1. (9) The reactants are [CH:1]([N:4]1[C:8]([C:9]([O:11]CC)=[O:10])=[CH:7][C:6]([C:14]2[S:15][CH:16]=[CH:17][CH:18]=2)=[N:5]1)([CH3:3])[CH3:2].[Li+].[OH-]. The catalyst is C1COCC1. The product is [CH:1]([N:4]1[C:8]([C:9]([OH:11])=[O:10])=[CH:7][C:6]([C:14]2[S:15][CH:16]=[CH:17][CH:18]=2)=[N:5]1)([CH3:3])[CH3:2]. The yield is 0.880. (10) The reactants are [C:1]([C:5]1[N:10]=[C:9]([N:11]2[CH2:16][CH2:15][N:14]([CH2:17][CH2:18][CH2:19][CH2:20][NH2:21])[CH2:13][CH2:12]2)[CH:8]=[C:7]([CH:22]2[CH2:24][CH2:23]2)[N:6]=1)([CH3:4])([CH3:3])[CH3:2].C1N=CN([C:30]([N:32]2[CH:36]=N[CH:34]=[CH:33]2)=[O:31])C=1.C1[C:42]2[NH:43][C:44]3[C:49]([C:41]=2CCN1)=[CH:48][CH:47]=[CH:46][CH:45]=3. The catalyst is C(Cl)(Cl)Cl.CO. The product is [C:1]([C:5]1[N:10]=[C:9]([N:11]2[CH2:12][CH2:13][N:14]([CH2:17][CH2:18][CH2:19][CH2:20][NH:21][C:30]([N:32]3[CH2:33][CH2:34][C:42]4[NH:43][C:44]5[CH:45]=[CH:46][CH:47]=[CH:48][C:49]=5[C:41]=4[CH2:36]3)=[O:31])[CH2:15][CH2:16]2)[CH:8]=[C:7]([CH:22]2[CH2:24][CH2:23]2)[N:6]=1)([CH3:4])([CH3:2])[CH3:3]. The yield is 0.330.